From a dataset of Reaction yield outcomes from USPTO patents with 853,638 reactions. Predict the reaction yield, written as a fraction of the theoretical maximum amount of product (1.0 means a 100% yield; for example, 0.34 means a 34% yield). (1) The reactants are [F:1][C:2]1[CH:30]=[CH:29][C:5]([CH2:6][NH:7][C:8]([C:10]2[N:11]=[C:12]3[C:18]4([NH:21][CH2:22][CH2:23][OH:24])[CH2:19][CH2:20][CH:15]([CH2:16][CH2:17]4)[CH2:14][N:13]3[C:25](=[O:28])[C:26]=2[OH:27])=[O:9])=[CH:4][CH:3]=1.C([N:34]([CH:37](C)C)[CH2:35]C)(C)C.Cl[C:41](=O)[C:42](OC)=[O:43].CNC.C([OH:52])C. The catalyst is C(Cl)Cl. The product is [F:1][C:2]1[CH:3]=[CH:4][C:5]([CH2:6][NH:7][C:8]([C:10]2[N:11]=[C:12]3[C:18]4([N:21]([CH2:41][CH2:42][OH:43])[C:22](=[O:52])[C:23]([N:34]([CH3:35])[CH3:37])=[O:24])[CH2:17][CH2:16][CH:15]([CH2:20][CH2:19]4)[CH2:14][N:13]3[C:25](=[O:28])[C:26]=2[OH:27])=[O:9])=[CH:29][CH:30]=1. The yield is 0.520. (2) The reactants are O=P(Cl)(Cl)Cl.[NH4+].[Cl-:7].[CH2:8]([N:10]1[C:14]([C:15]2[CH:20]=[CH:19][N:18]=[CH:17][CH:16]=2)=[C:13]([C:21]2[CH:26]=[CH:25][C:24]([F:27])=[CH:23][CH:22]=2)[NH:12][C:11]1=O)[CH3:9]. No catalyst specified. The product is [Cl:7][C:11]1[N:10]([CH2:8][CH3:9])[C:14]([C:15]2[CH:20]=[CH:19][N:18]=[CH:17][CH:16]=2)=[C:13]([C:21]2[CH:26]=[CH:25][C:24]([F:27])=[CH:23][CH:22]=2)[N:12]=1. The yield is 0.810. (3) The reactants are CN([CH:4]=[O:5])C.P(Cl)(Cl)(Cl)=O.[N:11]1([C:17]2[CH:18]=[C:19]([OH:23])[CH:20]=[CH:21][CH:22]=2)[CH2:16][CH2:15][O:14][CH2:13][CH2:12]1.C([O-])(=O)C.[Na+]. The catalyst is O. The product is [OH:23][C:19]1[CH:18]=[C:17]([N:11]2[CH2:12][CH2:13][O:14][CH2:15][CH2:16]2)[CH:22]=[CH:21][C:20]=1[CH:4]=[O:5]. The yield is 0.230. (4) The reactants are [F:1][C:2]([F:19])([F:18])[C:3]([N:5]1[CH2:10][CH2:9][CH:8]([CH2:11][C:12]2[CH:17]=[CH:16][CH:15]=[CH:14][CH:13]=2)[CH2:7][CH2:6]1)=[O:4].[Cl:20][S:21](O)(=[O:23])=[O:22]. The catalyst is ClCCl. The product is [F:19][C:2]([F:1])([F:18])[C:3]([N:5]1[CH2:10][CH2:9][CH:8]([CH2:11][C:12]2[CH:13]=[CH:14][C:15]([S:21]([Cl:20])(=[O:23])=[O:22])=[CH:16][CH:17]=2)[CH2:7][CH2:6]1)=[O:4]. The yield is 0.410. (5) The reactants are C(OC([N:8]1[CH2:13][CH2:12][CH:11]([N:14]([CH2:20][C:21]2[S:25][C:24]([Cl:26])=[N:23][C:22]=2[Cl:27])[CH2:15][C:16]([OH:19])([CH3:18])[CH3:17])[CH2:10][CH2:9]1)=O)(C)(C)C.C1(OC)C=CC=CC=1.FC(F)(F)C(O)=O. The catalyst is ClCCl. The product is [OH:19][C:16]([CH3:18])([CH3:17])[CH2:15][N:14]([CH2:20][C:21]1[S:25][C:24]([Cl:26])=[N:23][C:22]=1[Cl:27])[CH:11]1[CH2:10][CH2:9][NH:8][CH2:13][CH2:12]1. The yield is 0.990. (6) The reactants are [OH:1][N:2]=[C:3]([C:5]1[C:9]([NH:10][CH2:11][CH2:12][O:13][CH3:14])=[N:8][O:7][N:6]=1)N.[ClH:15].[Cl-].[Na+].N([O-])=O.[Na+]. The yield is 1.26. The product is [OH:1][N:2]=[C:3]([Cl:15])[C:5]1[C:9]([NH:10][CH2:11][CH2:12][O:13][CH3:14])=[N:8][O:7][N:6]=1. The catalyst is C(OCC)(=O)C.O. (7) The reactants are C(OC(=O)[NH:10][CH2:11][CH2:12][O:13][C:14]1[CH:19]=[CH:18][C:17]([C:20]2[N:21]=[C:22]([CH3:25])[NH:23][CH:24]=2)=[CH:16][CH:15]=1)C1C=CC=CC=1. The catalyst is CO.[Pd]. The product is [CH3:25][C:22]1[NH:23][CH:24]=[C:20]([C:17]2[CH:18]=[CH:19][C:14]([O:13][CH2:12][CH2:11][NH2:10])=[CH:15][CH:16]=2)[N:21]=1. The yield is 1.00. (8) The reactants are [Cl:1][C:2]1[CH:3]=[CH:4][C:5]([O:31][CH3:32])=[C:6]([C@@:8]2([F:30])[C:16]3[C:11](=[CH:12][C:13]([C:17]([F:20])([F:19])[F:18])=[CH:14][CH:15]=3)[N:10]([CH2:21][O:22][C:23](=[O:28])[NH:24][CH2:25][CH2:26][OH:27])[C:9]2=[O:29])[CH:7]=1.N1C=NN=N1.C([P:42](C(C)(C)C)(N(C(C)C)C(C)C)([O-:44])[O-:43])(C)(C)C.[OH:56]O. The catalyst is CN(C1C=CN=CC=1)C.ClCCl. The product is [Cl:1][C:2]1[CH:3]=[CH:4][C:5]([O:31][CH3:32])=[C:6]([C@@:8]2([F:30])[C:16]3[C:11](=[CH:12][C:13]([C:17]([F:18])([F:20])[F:19])=[CH:14][CH:15]=3)[N:10]([CH2:21][O:22][C:23](=[O:28])[NH:24][CH2:25][CH2:26][O:27][P:42]([OH:44])([OH:56])=[O:43])[C:9]2=[O:29])[CH:7]=1. The yield is 0.800. (9) The reactants are [CH3:1][N:2]1[C:10]2[C:9](=[O:11])[NH:8][C:7](=[O:12])[NH:6][C:5]=2[N:4]=[CH:3]1.[H-].[Na+].[CH2:15](Br)[C:16]1[O:20][CH:19]=[CH:18][CH:17]=1. The catalyst is CS(C)=O. The product is [O:20]1[CH:19]=[CH:18][CH:17]=[C:16]1[CH2:15][N:6]1[C:5]2[N:4]=[CH:3][N:2]([CH3:1])[C:10]=2[C:9](=[O:11])[NH:8][C:7]1=[O:12]. The yield is 0.140.